Dataset: Retrosynthesis with 50K atom-mapped reactions and 10 reaction types from USPTO. Task: Predict the reactants needed to synthesize the given product. (1) The reactants are: CC(C)CO.O=C(O)c1ccccc1Cl. Given the product CC(C)COc1ccccc1C(=O)O, predict the reactants needed to synthesize it. (2) Given the product Cc1c(-c2ccccc2)nc2ccccc2c1C(=O)NC(c1ccccc1)C(C)O, predict the reactants needed to synthesize it. The reactants are: CC(O)C(N)c1ccccc1.Cc1c(-c2ccccc2)nc2ccccc2c1C(=O)Cl. (3) Given the product CNc1nc(OC)nc(-c2ccccc2)n1, predict the reactants needed to synthesize it. The reactants are: CNc1nc(Cl)nc(OC)n1.OB(O)c1ccccc1. (4) The reactants are: BrCC1CC1.Clc1ncnc2[nH]ccc12. Given the product Clc1ncnc2c1ccn2CC1CC1, predict the reactants needed to synthesize it. (5) Given the product CCOC(=O)C1C(C=C(Cl)Cl)C1(C)C, predict the reactants needed to synthesize it. The reactants are: CCOC(=O)C1(C(=O)OCC)C(C=C(Cl)Cl)C1(C)C. (6) Given the product O=C(O)/C=C/c1cnc(Cl)c(Cl)c1, predict the reactants needed to synthesize it. The reactants are: COC(=O)/C=C/c1cnc(Cl)c(Cl)c1.